The task is: Regression. Given two drug SMILES strings and cell line genomic features, predict the synergy score measuring deviation from expected non-interaction effect.. This data is from NCI-60 drug combinations with 297,098 pairs across 59 cell lines. (1) Drug 1: CCC1(C2=C(COC1=O)C(=O)N3CC4=CC5=C(C=CC(=C5CN(C)C)O)N=C4C3=C2)O.Cl. Synergy scores: CSS=41.9, Synergy_ZIP=-5.40, Synergy_Bliss=-2.80, Synergy_Loewe=-4.50, Synergy_HSA=-2.74. Drug 2: B(C(CC(C)C)NC(=O)C(CC1=CC=CC=C1)NC(=O)C2=NC=CN=C2)(O)O. Cell line: NCI-H522. (2) Drug 2: CCC1(CC2CC(C3=C(CCN(C2)C1)C4=CC=CC=C4N3)(C5=C(C=C6C(=C5)C78CCN9C7C(C=CC9)(C(C(C8N6C=O)(C(=O)OC)O)OC(=O)C)CC)OC)C(=O)OC)O.OS(=O)(=O)O. Cell line: NCI-H226. Synergy scores: CSS=22.8, Synergy_ZIP=1.85, Synergy_Bliss=10.1, Synergy_Loewe=-0.679, Synergy_HSA=7.51. Drug 1: CC12CCC(CC1=CCC3C2CCC4(C3CC=C4C5=CN=CC=C5)C)O. (3) Drug 1: CC1C(C(CC(O1)OC2CC(CC3=C2C(=C4C(=C3O)C(=O)C5=C(C4=O)C(=CC=C5)OC)O)(C(=O)C)O)N)O.Cl. Drug 2: CCC(=C(C1=CC=CC=C1)C2=CC=C(C=C2)OCCN(C)C)C3=CC=CC=C3.C(C(=O)O)C(CC(=O)O)(C(=O)O)O. Cell line: SW-620. Synergy scores: CSS=34.3, Synergy_ZIP=3.05, Synergy_Bliss=5.13, Synergy_Loewe=-21.8, Synergy_HSA=2.09. (4) Drug 1: C1=CC=C(C(=C1)C(C2=CC=C(C=C2)Cl)C(Cl)Cl)Cl. Drug 2: CN1C2=C(C=C(C=C2)N(CCCl)CCCl)N=C1CCCC(=O)O.Cl. Cell line: NCI-H522. Synergy scores: CSS=1.03, Synergy_ZIP=0.555, Synergy_Bliss=1.30, Synergy_Loewe=0.0243, Synergy_HSA=-0.432. (5) Drug 1: CC1=CC=C(C=C1)C2=CC(=NN2C3=CC=C(C=C3)S(=O)(=O)N)C(F)(F)F. Drug 2: C(CC(=O)O)C(=O)CN.Cl. Cell line: UO-31. Synergy scores: CSS=2.07, Synergy_ZIP=-2.17, Synergy_Bliss=-2.04, Synergy_Loewe=-0.920, Synergy_HSA=-0.798.